This data is from Full USPTO retrosynthesis dataset with 1.9M reactions from patents (1976-2016). The task is: Predict the reactants needed to synthesize the given product. (1) Given the product [C:1]([O:5][C:6](=[O:60])[NH:7][C@H:8]1[CH2:12][C@@H:11]([N:13]2[CH:21]=[N:20][C:19]3[C:14]2=[N:15][C:16]([C:37](=[O:57])[NH:38][CH2:39][CH2:40][NH:41][C:42]([NH:44][CH:45]2[CH2:46][CH2:71][N:70]([C:68](=[O:69])[NH:67][CH:64]4[CH2:63][CH2:62][N:61]([C:75]5[CH:80]=[CH:79][CH:78]=[CH:77][N:76]=5)[CH2:66][CH2:65]4)[CH2:74][CH2:73]2)=[O:43])=[N:17][C:18]=3[NH:22][CH2:23][CH:24]([C:31]2[CH:32]=[CH:33][CH:34]=[CH:35][CH:36]=2)[C:25]2[CH:30]=[CH:29][CH:28]=[CH:27][CH:26]=2)[C@H:10]([OH:58])[C@@H:9]1[OH:59])([CH3:2])([CH3:3])[CH3:4], predict the reactants needed to synthesize it. The reactants are: [C:1]([O:5][C:6](=[O:60])[NH:7][C@H:8]1[CH2:12][C@@H:11]([N:13]2[CH:21]=[N:20][C:19]3[C:14]2=[N:15][C:16]([C:37](=[O:57])[NH:38][CH2:39][CH2:40][NH:41][C:42]([NH:44][CH:45]2CCN(C4C=CC=CN=4)C[CH2:46]2)=[O:43])=[N:17][C:18]=3[NH:22][CH2:23][CH:24]([C:31]2[CH:36]=[CH:35][CH:34]=[CH:33][CH:32]=2)[C:25]2[CH:30]=[CH:29][CH:28]=[CH:27][CH:26]=2)[C@H:10]([OH:58])[C@@H:9]1[OH:59])([CH3:4])([CH3:3])[CH3:2].[N:61]1([C:75]2[CH:80]=[CH:79][CH:78]=[CH:77][N:76]=2)[CH2:66][CH2:65][CH:64]([NH:67][C:68]([N:70]2[CH:74]=[CH:73]N=[CH:71]2)=[O:69])[CH2:63][CH2:62]1.N1(C2C=CC=CN=2)CCC(NC(N2CCC(NC(N3C=CN=C3)=O)CC2)=O)CC1. (2) Given the product [Br:1][C:2]1[C:3]([O:11][CH3:12])=[CH:4][CH:5]=[CH:6][C:7]=1[NH2:8], predict the reactants needed to synthesize it. The reactants are: [Br:1][C:2]1[C:7]([N+:8]([O-])=O)=[CH:6][CH:5]=[CH:4][C:3]=1[O:11][CH3:12].C(O)(=O)C.ClCCl. (3) Given the product [C:1]([NH:20][C@H:21]([C:25]([O:27][CH2:34][CH:31]([CH2:28][CH:29]=[CH2:30])[CH2:32][OH:33])=[O:26])[CH:22]([CH3:23])[CH3:24])([C:8]1[CH:13]=[CH:12][CH:11]=[CH:10][CH:9]=1)([C:14]1[CH:15]=[CH:16][CH:17]=[CH:18][CH:19]=1)[C:2]1[CH:3]=[CH:4][CH:5]=[CH:6][CH:7]=1, predict the reactants needed to synthesize it. The reactants are: [C:1]([NH:20][C@H:21]([C:25]([OH:27])=[O:26])[CH:22]([CH3:24])[CH3:23])([C:14]1[CH:19]=[CH:18][CH:17]=[CH:16][CH:15]=1)([C:8]1[CH:13]=[CH:12][CH:11]=[CH:10][CH:9]=1)[C:2]1[CH:7]=[CH:6][CH:5]=[CH:4][CH:3]=1.[CH2:28]([CH:31]([CH2:34]O)[CH2:32][OH:33])[CH:29]=[CH2:30].C1CCC(N=C=NC2CCCCC2)CC1. (4) Given the product [Cl:1][C:2]1[C:7]([Cl:8])=[CH:6][CH:5]=[CH:4][C:3]=1[CH:9]1[CH2:14][CH2:13][N:12]([C:15]([O:17][CH2:18][C:19]2[CH:20]=[CH:21][CH:22]=[CH:23][CH:24]=2)=[O:16])[CH2:11][CH2:10]1, predict the reactants needed to synthesize it. The reactants are: [Cl:1][C:2]1[C:7]([Cl:8])=[CH:6][CH:5]=[CH:4][C:3]=1[CH:9]1[CH:14]=[CH:13][N:12]([C:15]([O:17][CH2:18][C:19]2[CH:24]=[CH:23][CH:22]=[CH:21][CH:20]=2)=[O:16])[CH:11]=[CH:10]1. (5) Given the product [OH:8][C:9]1[CH:10]=[C:11]2[C:16](=[CH:17][CH:18]=1)[C:15](=[O:19])[N:14]([CH2:20][CH:21]([CH3:23])[CH3:22])[C:13]([CH2:24][NH:25][C:26](=[O:32])[O:27][C:28]([CH3:30])([CH3:31])[CH3:29])=[C:12]2[O:33][CH2:34][CH2:35][CH2:36][C:37]([F:40])([F:38])[F:39], predict the reactants needed to synthesize it. The reactants are: C([O:8][C:9]1[CH:10]=[C:11]2[C:16](=[CH:17][CH:18]=1)[C:15](=[O:19])[N:14]([CH2:20][CH:21]([CH3:23])[CH3:22])[C:13]([CH2:24][NH:25][C:26](=[O:32])[O:27][C:28]([CH3:31])([CH3:30])[CH3:29])=[C:12]2[O:33][CH2:34][CH2:35][CH2:36][C:37]([F:40])([F:39])[F:38])C1C=CC=CC=1. (6) Given the product [C:17]([O:11][C:10](=[O:12])[CH:9]([P:4]([O:3][CH2:1][CH3:2])([O:6][CH2:7][CH3:8])=[O:5])[CH2:15][CH2:16][C:17]1[CH:22]=[CH:21][CH:20]=[CH:19][CH:18]=1)([CH3:22])([CH3:18])[CH3:16], predict the reactants needed to synthesize it. The reactants are: [CH2:1]([O:3][P:4]([CH2:9][C:10]([O-:12])=[O:11])([O:6][CH2:7][CH3:8])=[O:5])[CH3:2].[H-].[Na+].[CH2:15](Br)[CH2:16][C:17]1[CH:22]=[CH:21][CH:20]=[CH:19][CH:18]=1. (7) Given the product [CH3:22][C:21]1[C:16]([N:13]2[CH2:14][CH2:15][N:10]([C:8]([C:5]3[CH:4]=[N:3][C:2]([N:25]4[CH2:26][CH2:27][CH2:28][S:24]4(=[O:30])=[O:29])=[CH:7][N:6]=3)=[O:9])[CH2:11][CH2:12]2)=[N:17][CH:18]=[C:19]([CH3:23])[CH:20]=1, predict the reactants needed to synthesize it. The reactants are: Br[C:2]1[N:3]=[CH:4][C:5]([C:8]([N:10]2[CH2:15][CH2:14][N:13]([C:16]3[C:21]([CH3:22])=[CH:20][C:19]([CH3:23])=[CH:18][N:17]=3)[CH2:12][CH2:11]2)=[O:9])=[N:6][CH:7]=1.[S:24]1(=[O:30])(=[O:29])[CH2:28][CH2:27][CH2:26][NH:25]1.